Dataset: Full USPTO retrosynthesis dataset with 1.9M reactions from patents (1976-2016). Task: Predict the reactants needed to synthesize the given product. (1) Given the product [CH2:19]([C:5]1[CH:10]=[CH:9][CH:8]=[CH:7][C:6]=1[O:11][CH3:12])[CH:18]=[CH2:17], predict the reactants needed to synthesize it. The reactants are: [Mg].[Cl-].[Li+].Br[C:5]1[CH:10]=[CH:9][CH:8]=[CH:7][C:6]=1[O:11][CH3:12].C(O[CH2:17][CH:18]=[CH2:19])(=O)C.C(=O)([O-])O.[Na+]. (2) Given the product [F:28][CH:2]([F:1])[C:3]1[CH:7]=[C:6]([CH:8]([F:9])[F:10])[N:5]([CH2:11][C:12]([N:14]2[CH2:15][CH2:16][CH:17]([C:20]3[S:21][CH:22]=[C:23]([C:25]4[CH2:30][CH:29]([C:31]5[CH:32]=[CH:33][C:34]([NH:37][C:38](=[O:44])[O:39][C:40]([CH3:43])([CH3:42])[CH3:41])=[CH:35][CH:36]=5)[O:27][N:26]=4)[N:24]=3)[CH2:18][CH2:19]2)=[O:13])[N:4]=1, predict the reactants needed to synthesize it. The reactants are: [F:1][CH:2]([F:28])[C:3]1[CH:7]=[C:6]([CH:8]([F:10])[F:9])[N:5]([CH2:11][C:12]([N:14]2[CH2:19][CH2:18][CH:17]([C:20]3[S:21][CH:22]=[C:23]([CH:25]=[N:26][OH:27])[N:24]=3)[CH2:16][CH2:15]2)=[O:13])[N:4]=1.[CH:29]([C:31]1[CH:36]=[CH:35][C:34]([NH:37][C:38](=[O:44])[O:39][C:40]([CH3:43])([CH3:42])[CH3:41])=[CH:33][CH:32]=1)=[CH2:30].C(=O)([O-])O.[K+].ClN1C(=O)CCC1=O. (3) Given the product [CH3:2][C:3]1[N:7]([CH:8]([CH3:10])[CH3:9])[C:6]([C:11]2[CH:16]=[CH:15][N:14]=[C:13]([NH:17][CH:18]3[CH2:23][CH2:22][N:21]([C:24]([CH:26]4[O:31][CH2:30][CH2:29][NH:28][CH2:27]4)=[O:25])[CH2:20][CH2:19]3)[N:12]=2)=[CH:5][N:4]=1, predict the reactants needed to synthesize it. The reactants are: Cl.[CH3:2][C:3]1[N:7]([CH:8]([CH3:10])[CH3:9])[C:6]([C:11]2[CH:16]=[CH:15][N:14]=[C:13]([NH:17][CH:18]3[CH2:23][CH2:22][N:21]([C:24]([CH:26]4[O:31][CH2:30][CH2:29][N:28](C(OC(C)(C)C)=O)[CH2:27]4)=[O:25])[CH2:20][CH2:19]3)[N:12]=2)=[CH:5][N:4]=1.[OH-].[Na+]. (4) Given the product [CH3:25][CH:26]([CH3:29])[CH2:27][N:1]1[C:5]2[CH:6]=[CH:7][CH:8]=[CH:9][C:4]=2[N:3]=[C:2]1[CH2:10][O:11][C:12]1[CH:17]=[CH:16][C:15]([Cl:18])=[CH:14][CH:13]=1, predict the reactants needed to synthesize it. The reactants are: [N:1]1[C:5]2[CH:6]=[CH:7][CH:8]=[CH:9][C:4]=2[NH:3][C:2]=1[CH2:10][O:11][C:12]1[CH:17]=[CH:16][C:15]([Cl:18])=[CH:14][CH:13]=1.C([O-])([O-])=O.[K+].[K+].[CH3:25][CH:26]([CH3:29])[CH2:27]Br. (5) Given the product [F:30][C:2]1([F:1])[CH2:7][CH2:6][CH:5]([CH2:8][NH:9][C:10]([C:12]2[C:13]3[CH:14]=[CH:15][C:16]([CH:23]4[CH2:24][CH2:25][N:26]([CH3:29])[CH2:27][CH2:28]4)=[N:17][C:18]=3[CH:19]=[CH:20][C:21]=2[Cl:22])=[O:11])[CH2:4][CH2:3]1, predict the reactants needed to synthesize it. The reactants are: [F:1][C:2]1([F:30])[CH2:7][CH2:6][CH:5]([CH2:8][NH:9][C:10]([C:12]2[C:13]3[CH:14]=[CH:15][C:16]([C:23]4[CH2:24][CH2:25][N:26]([CH3:29])[CH2:27][CH:28]=4)=[N:17][C:18]=3[CH:19]=[CH:20][C:21]=2[Cl:22])=[O:11])[CH2:4][CH2:3]1.C([SiH](CC)CC)C. (6) Given the product [C:18]([C:7]1[C:8]2[N:9]([CH3:17])[C:10](=[O:16])[N:11]([CH3:15])[C:12](=[O:14])[C:13]=2[N:5]([CH2:4][C:3]2[CH:35]=[CH:36][CH:37]=[CH:38][C:2]=2[Cl:1])[C:6]=1[N:21]1[CH2:26][CH2:25][CH2:24][C@@H:23]([NH:27][C:28](=[O:34])[O:29][C:30]([CH3:33])([CH3:32])[CH3:31])[CH2:22]1)(=[O:20])[CH3:19], predict the reactants needed to synthesize it. The reactants are: [Cl:1][C:2]1[CH:38]=[CH:37][CH:36]=[CH:35][C:3]=1[CH2:4][N:5]1[C:13]2[C:12](=[O:14])[N:11]([CH3:15])[C:10](=[O:16])[N:9]([CH3:17])[C:8]=2[C:7]([CH:18]([OH:20])[CH3:19])=[C:6]1[N:21]1[CH2:26][CH2:25][CH2:24][C@@H:23]([NH:27][C:28](=[O:34])[O:29][C:30]([CH3:33])([CH3:32])[CH3:31])[CH2:22]1. (7) The reactants are: [OH-].[Na+].[CH:3]1([CH:6]=[O:7])[CH2:5][CH2:4]1.[N+:8]([CH3:11])([O-:10])=[O:9]. Given the product [CH:3]1([CH:6]([OH:7])[CH2:11][N+:8]([O-:10])=[O:9])[CH2:5][CH2:4]1, predict the reactants needed to synthesize it.